Predict the reactants needed to synthesize the given product. From a dataset of Full USPTO retrosynthesis dataset with 1.9M reactions from patents (1976-2016). (1) Given the product [CH3:30][O:29][C:20]1[CH:21]=[CH:22][C:23]2[C:24](=[O:28])[CH2:25][O:26][C:27]=2[C:19]=1[C:4]#[C:3][CH2:2][CH2:1][N:5]1[CH2:6][CH2:7][N:8]([C:11]([O:13][C:14]([CH3:17])([CH3:16])[CH3:15])=[O:12])[CH2:9][CH2:10]1, predict the reactants needed to synthesize it. The reactants are: [CH2:1]([N:5]1[CH2:10][CH2:9][N:8]([C:11]([O:13][C:14]([CH3:17])([CH3:16])[CH3:15])=[O:12])[CH2:7][CH2:6]1)[CH2:2][C:3]#[CH:4].I[C:19]1[C:27]2[O:26][CH2:25][C:24](=[O:28])[C:23]=2[CH:22]=[CH:21][C:20]=1[O:29][CH3:30]. (2) Given the product [CH2:12]([O:14][C:15]1[C:16]([OH:23])=[C:17]([C:18]2[NH:1][N:2]=[C:3]([C:5]3[CH:10]=[CH:9][CH:8]=[C:7]([CH3:11])[N:6]=3)[N:4]=2)[CH:20]=[CH:21][CH:22]=1)[CH3:13], predict the reactants needed to synthesize it. The reactants are: [NH2:1][NH:2][C:3]([C:5]1[CH:10]=[CH:9][CH:8]=[C:7]([CH3:11])[N:6]=1)=[NH:4].[CH2:12]([O:14][C:15]1[C:16]([OH:23])=[C:17]([CH:20]=[CH:21][CH:22]=1)[CH:18]=O)[CH3:13]. (3) Given the product [Br:1][C:2]1[CH:3]=[C:4]([O:9][C:10]2[C:11]([F:35])=[C:12]([CH2:17][NH:18][C:19]([C:21]3[NH:25][CH:24]=[N:23][C:22]=3[Cl:34])=[O:20])[CH:13]=[CH:14][C:15]=2[Cl:16])[CH:5]=[C:6]([Cl:8])[CH:7]=1, predict the reactants needed to synthesize it. The reactants are: [Br:1][C:2]1[CH:3]=[C:4]([O:9][C:10]2[C:11]([F:35])=[C:12]([CH2:17][NH:18][C:19]([C:21]3[N:25](COCC[Si](C)(C)C)[CH:24]=[N:23][C:22]=3[Cl:34])=[O:20])[CH:13]=[CH:14][C:15]=2[Cl:16])[CH:5]=[C:6]([Cl:8])[CH:7]=1.C(O)(C(F)(F)F)=O. (4) Given the product [CH3:7][O:6][C:4](=[O:5])[C:3]1[CH:8]=[C:9]([C:19]2[S:18][CH:22]=[CH:21][CH:20]=2)[C:10]([C:12]([O:14][CH3:15])=[O:13])=[CH:11][C:2]=1[C:19]1[S:18][CH:22]=[CH:21][CH:20]=1, predict the reactants needed to synthesize it. The reactants are: Br[C:2]1[CH:11]=[C:10]([C:12]([O:14][CH3:15])=[O:13])[C:9](Br)=[CH:8][C:3]=1[C:4]([O:6][CH3:7])=[O:5].[Br-].[S:18]1[CH:22]=[CH:21][CH:20]=[C:19]1[Zn+].O. (5) Given the product [Br:30][CH2:2][C:1]([C:4]1[CH:5]=[CH:6][C:7]([O:22][CH2:23][C:24]2[CH:25]=[CH:26][CH:27]=[CH:28][CH:29]=2)=[C:8]([N:10]([CH2:15][C:16]2[CH:21]=[CH:20][CH:19]=[CH:18][CH:17]=2)[S:11]([CH3:14])(=[O:13])=[O:12])[CH:9]=1)=[O:3], predict the reactants needed to synthesize it. The reactants are: [C:1]([C:4]1[CH:5]=[CH:6][C:7]([O:22][CH2:23][C:24]2[CH:29]=[CH:28][CH:27]=[CH:26][CH:25]=2)=[C:8]([N:10]([CH2:15][C:16]2[CH:21]=[CH:20][CH:19]=[CH:18][CH:17]=2)[S:11]([CH3:14])(=[O:13])=[O:12])[CH:9]=1)(=[O:3])[CH3:2].[Br-:30].[Br-].[Br-].C1([N+](C)(C)C)C=CC=CC=1.C1([N+](C)(C)C)C=CC=CC=1.C1([N+](C)(C)C)C=CC=CC=1. (6) The reactants are: [CH3:1][S:2](Cl)(=[O:4])=[O:3].Cl.[C:7]([CH:15]1[CH2:20][CH2:19][NH:18][CH2:17][CH2:16]1)(=[O:14])[C:8]1[CH:13]=[CH:12][CH:11]=[CH:10][CH:9]=1.C(N(CC)CC)C. Given the product [C:7]([CH:15]1[CH2:20][CH2:19][N:18]([S:2]([CH3:1])(=[O:4])=[O:3])[CH2:17][CH2:16]1)(=[O:14])[C:8]1[CH:13]=[CH:12][CH:11]=[CH:10][CH:9]=1, predict the reactants needed to synthesize it. (7) Given the product [CH:19]([C:18]1[C:13]2[O:12][CH:11]([C:22]3[CH:23]=[CH:24][CH:25]=[CH:26][CH:27]=3)[CH2:10][N:9]([C:7](=[O:8])/[CH:6]=[CH:5]/[C:4]([OH:28])=[O:3])[C:14]=2[CH:15]=[CH:16][CH:17]=1)([CH3:21])[CH3:20], predict the reactants needed to synthesize it. The reactants are: C([O:3][C:4](=[O:28])/[CH:5]=[CH:6]/[C:7]([N:9]1[C:14]2[CH:15]=[CH:16][CH:17]=[C:18]([CH:19]([CH3:21])[CH3:20])[C:13]=2[O:12][CH:11]([C:22]2[CH:27]=[CH:26][CH:25]=[CH:24][CH:23]=2)[CH2:10]1)=[O:8])C.[OH-].[Na+].